The task is: Predict the product of the given reaction.. This data is from Forward reaction prediction with 1.9M reactions from USPTO patents (1976-2016). (1) Given the reactants [NH2:1][C:2]1[CH:7]=[C:6]([CH:8]=[O:9])[N:5]=[C:4]([C:10]([O:12][CH3:13])=[O:11])[C:3]=1[Cl:14].[BH4-].[Na+].CO.Cl, predict the reaction product. The product is: [NH2:1][C:2]1[CH:7]=[C:6]([CH2:8][OH:9])[N:5]=[C:4]([C:10]([O:12][CH3:13])=[O:11])[C:3]=1[Cl:14]. (2) Given the reactants C(NC(C)C)(C)C.[CH:8]1([C@@H:11]([C:17]2[CH:26]=[C:25]3[C:20]([CH2:21][CH2:22][C@@H:23]([C:27]4[CH:32]=[CH:31][C:30]([C:33]5[CH:38]=[C:37]([O:39][CH3:40])[CH:36]=[CH:35][C:34]=5[F:41])=[CH:29][CH:28]=4)[O:24]3)=[CH:19][CH:18]=2)[C@H:12]([CH3:16])[C:13]([OH:15])=[O:14])[CH2:10][CH2:9]1.Cl.[OH-].[Na+:44], predict the reaction product. The product is: [CH:8]1([C@@H:11]([C:17]2[CH:26]=[C:25]3[C:20]([CH2:21][CH2:22][C@@H:23]([C:27]4[CH:32]=[CH:31][C:30]([C:33]5[CH:38]=[C:37]([O:39][CH3:40])[CH:36]=[CH:35][C:34]=5[F:41])=[CH:29][CH:28]=4)[O:24]3)=[CH:19][CH:18]=2)[C@H:12]([CH3:16])[C:13]([O-:15])=[O:14])[CH2:10][CH2:9]1.[Na+:44]. (3) Given the reactants O.[NH2:2][NH2:3].[CH3:4][C:5]1[C:12]([N+:13]([O-:15])=[O:14])=[CH:11][CH:10]=[CH:9][C:6]=1[CH2:7]Cl, predict the reaction product. The product is: [CH3:4][C:5]1[C:12]([N+:13]([O-:15])=[O:14])=[CH:11][CH:10]=[CH:9][C:6]=1[CH2:7][NH:2][NH2:3]. (4) Given the reactants [F:1][C:2]1C(C#N)=[CH:6][CH:5]=[CH:4][C:3]=1[C:10]1[CH:15]=[CH:14][CH:13]=[CH:12][CH:11]=1.[OH-:16].[Na+].[CH3:18][CH2:19][OH:20], predict the reaction product. The product is: [F:1][C:2]1[C:18]([C:19]([OH:16])=[O:20])=[CH:6][CH:5]=[CH:4][C:3]=1[C:10]1[CH:15]=[CH:14][CH:13]=[CH:12][CH:11]=1.